Dataset: Reaction yield outcomes from USPTO patents with 853,638 reactions. Task: Predict the reaction yield, written as a fraction of the theoretical maximum amount of product (1.0 means a 100% yield; for example, 0.34 means a 34% yield). (1) The reactants are [CH:1]1([C:4]([NH:6][C:7]2[N:8]=[C:9]3[CH:14]=[CH:13][C:12]([O:15][C:16]4[CH:26]=[CH:25][CH:24]=[CH:23][C:17]=4[C:18]([O:20]CC)=[O:19])=[N:11][N:10]3[CH:27]=2)=[O:5])[CH2:3][CH2:2]1.[OH-].[Na+].Cl.C(OCC)(=O)C. The catalyst is O1CCCC1. The product is [CH:1]1([C:4]([NH:6][C:7]2[N:8]=[C:9]3[CH:14]=[CH:13][C:12]([O:15][C:16]4[CH:26]=[CH:25][CH:24]=[CH:23][C:17]=4[C:18]([OH:20])=[O:19])=[N:11][N:10]3[CH:27]=2)=[O:5])[CH2:3][CH2:2]1. The yield is 0.730. (2) The reactants are C([O:5][C:6](=[O:37])[CH2:7][O:8][C:9]1[C:14]2[CH2:15][CH2:16][CH2:17][CH2:18][CH:19]([N:20]([S:22]([C:25]3[CH:30]=[CH:29][C:28]([C:31]4[CH:36]=[CH:35][CH:34]=[CH:33][CH:32]=4)=[CH:27][CH:26]=3)(=[O:24])=[O:23])[CH3:21])[C:13]=2[CH:12]=[CH:11][CH:10]=1)(C)(C)C.[OH-].[Na+]. No catalyst specified. The product is [C:28]1([C:31]2[CH:32]=[CH:33][CH:34]=[CH:35][CH:36]=2)[CH:27]=[CH:26][C:25]([S:22]([N:20]([CH3:21])[CH:19]2[C:13]3[CH:12]=[CH:11][CH:10]=[C:9]([O:8][CH2:7][C:6]([OH:37])=[O:5])[C:14]=3[CH2:15][CH2:16][CH2:17][CH2:18]2)(=[O:24])=[O:23])=[CH:30][CH:29]=1. The yield is 0.620. (3) The reactants are [CH2:1]([O:8][NH:9][C@H:10]1[CH2:15][N:14]([C:16]([O:18][C:19]([CH3:22])([CH3:21])[CH3:20])=[O:17])[C@H:13]([C:23]([OH:25])=[O:24])[CH2:12][CH2:11]1)[C:2]1[CH:7]=[CH:6][CH:5]=[CH:4][CH:3]=1.[Cl:26][C:27]1[CH:32]=[CH:31][C:30](O)=[CH:29][CH:28]=1.Cl.C(N=C=NCCCN(C)C)C. The catalyst is ClCCl.CN(C)C1C=CN=CC=1.C(OCC)(=O)C. The product is [CH2:1]([O:8][NH:9][C@H:10]1[CH2:15][N:14]([C:16]([O:18][C:19]([CH3:21])([CH3:22])[CH3:20])=[O:17])[C@H:13]([C:23]([O:25][C:30]2[CH:31]=[CH:32][C:27]([Cl:26])=[CH:28][CH:29]=2)=[O:24])[CH2:12][CH2:11]1)[C:2]1[CH:3]=[CH:4][CH:5]=[CH:6][CH:7]=1. The yield is 0.790. (4) The reactants are [C:1]([N:5]1[C:13]2[C:8](=[CH:9][C:10]([N+:14]([O-])=O)=[CH:11][CH:12]=2)[CH:7]=[CH:6]1)([CH3:4])([CH3:3])[CH3:2]. The catalyst is CO.[Ni]. The product is [C:1]([N:5]1[C:13]2[C:8](=[CH:9][C:10]([NH2:14])=[CH:11][CH:12]=2)[CH:7]=[CH:6]1)([CH3:4])([CH3:2])[CH3:3]. The yield is 0.450. (5) The reactants are [CH3:1][C:2]([N:7]1[CH2:12][CH2:11][N:10]([C:13]2[CH:18]=[CH:17][C:16]([C:19]([F:22])([F:21])[F:20])=[CH:15][N:14]=2)[CH2:9][CH2:8]1)([CH3:6])[C:3](O)=[O:4].CCN([CH:29]([CH3:31])[CH3:30])C(C)C.O.O[C:34]1[C:42]2[N:41]=NN[C:38]=2[CH:37]=[CH:36][CH:35]=1.Cl.[CH3:44]N(C)CCCN=C=NCC. The catalyst is C(Cl)Cl. The product is [CH:34]12[CH2:31][CH:29]3[CH2:44][CH:36]([CH2:37][CH:38]([CH2:30]3)[CH:42]1[NH:41][C:3](=[O:4])[C:2]([CH3:1])([N:7]1[CH2:12][CH2:11][N:10]([C:13]3[CH:18]=[CH:17][C:16]([C:19]([F:20])([F:21])[F:22])=[CH:15][N:14]=3)[CH2:9][CH2:8]1)[CH3:6])[CH2:35]2. The yield is 0.690. (6) The reactants are [N:1]1[C:10]2[C:5](=[CH:6][C:7]([CH2:11][N:12]3[C:16]4=[N:17][C:18]([C:21]5[CH:22]=[N:23][N:24]([CH2:26][CH2:27][OH:28])[CH:25]=5)=[CH:19][CH:20]=[C:15]4[N:14]=[N:13]3)=[CH:8][CH:9]=2)[CH:4]=[CH:3][CH:2]=1.C(O)(=[O:31])C. The catalyst is OO. The product is [OH:28][CH2:27][CH2:26][N:24]1[CH:25]=[C:21]([C:18]2[N:17]=[C:16]3[N:12]([CH2:11][C:7]4[CH:6]=[C:5]5[C:10](=[CH:9][CH:8]=4)[N+:1]([O-:31])=[CH:2][CH:3]=[CH:4]5)[N:13]=[N:14][C:15]3=[CH:20][CH:19]=2)[CH:22]=[N:23]1. The yield is 0.140. (7) The reactants are [CH:1](=[O:8])[C:2]1[CH:7]=[CH:6][CH:5]=[N:4][CH:3]=1.[CH2:9]([Mg]Br)[CH3:10].[Cl-].[NH4+]. The catalyst is C1COCC1. The product is [N:4]1[CH:5]=[CH:6][CH:7]=[C:2]([CH:1]([OH:8])[CH2:9][CH3:10])[CH:3]=1. The yield is 0.670. (8) The reactants are [CH:1]1[C:13]2[CH:12]([CH2:14][O:15][C:16]([NH:18][CH2:19][CH2:20][O:21][CH2:22][CH2:23][O:24][CH2:25][C:26]([OH:28])=[O:27])=[O:17])[C:11]3[C:6](=[CH:7][CH:8]=[CH:9][CH:10]=3)[C:5]=2[CH:4]=[CH:3][CH:2]=1.[CH3:29][C:30](=[CH2:32])[CH3:31].OS(O)(=O)=O. The catalyst is ClCCl. The product is [C:30]([O:27][C:26](=[O:28])[CH2:25][O:24][CH2:23][CH2:22][O:21][CH2:20][CH2:19][NH:18][C:16]([O:15][CH2:14][CH:12]1[C:11]2[CH:10]=[CH:9][CH:8]=[CH:7][C:6]=2[C:5]2[C:13]1=[CH:1][CH:2]=[CH:3][CH:4]=2)=[O:17])([CH3:32])([CH3:31])[CH3:29]. The yield is 0.844. (9) The reactants are [CH3:1][CH:2]([CH3:19])[C:3]([NH:5][C:6]1[CH:11]=[CH:10][C:9]([CH3:12])=[C:8]([CH:13]2[CH2:18][CH2:17][NH:16][CH2:15][CH2:14]2)[CH:7]=1)=[O:4].[F:20][C:21]1[CH:26]=[CH:25][C:24]([S:27][C:28]2[CH:35]=[CH:34][C:31]([CH:32]=O)=[CH:30][CH:29]=2)=[CH:23][CH:22]=1.C(O)(=O)C.[Na].C([O-])(O)=O.[Na+]. The catalyst is ClC(Cl)C.C1CCCCC1.CCOC(C)=O.C(Cl)Cl. The product is [F:20][C:21]1[CH:22]=[CH:23][C:24]([S:27][C:28]2[CH:35]=[CH:34][C:31]([CH2:32][N:16]3[CH2:17][CH2:18][CH:13]([C:8]4[CH:7]=[C:6]([NH:5][C:3](=[O:4])[CH:2]([CH3:19])[CH3:1])[CH:11]=[CH:10][C:9]=4[CH3:12])[CH2:14][CH2:15]3)=[CH:30][CH:29]=2)=[CH:25][CH:26]=1. The yield is 0.362. (10) The reactants are [OH:1][C@@H:2]1[CH2:5][C@H:4]([N:6]2[C:11](=[O:12])[C:10]([CH2:13][C:14]3[CH:19]=[CH:18][C:17]([C:20]4[C:21]([C:26]#[N:27])=[CH:22][CH:23]=[CH:24][CH:25]=4)=[CH:16][CH:15]=3)=[C:9]([CH2:28][CH2:29][CH3:30])[N:8]3[N:31]=[CH:32][N:33]=[C:7]23)[CH2:3]1.FC(F)(F)S(O[Si](C(C)(C)C)(C)C)(=O)=O.[N:49]1C(C)=CC=CC=1C.[Cl-].O[NH3+].[C:60](=[O:63])([O-])[OH:61].[Na+]. The catalyst is C(OCC)(=O)C.CS(C)=O.O1CCCC1. The product is [OH:1][C@@H:2]1[CH2:5][C@H:4]([N:6]2[C:11](=[O:12])[C:10]([CH2:13][C:14]3[CH:15]=[CH:16][C:17]([C:20]4[CH:25]=[CH:24][CH:23]=[CH:22][C:21]=4[C:26]4[NH:49][C:60](=[O:63])[O:61][N:27]=4)=[CH:18][CH:19]=3)=[C:9]([CH2:28][CH2:29][CH3:30])[N:8]3[N:31]=[CH:32][N:33]=[C:7]23)[CH2:3]1. The yield is 0.580.